Dataset: Forward reaction prediction with 1.9M reactions from USPTO patents (1976-2016). Task: Predict the product of the given reaction. (1) Given the reactants [C:1]([OH:9])(=O)[C:2]1[CH:7]=[CH:6][CH:5]=[CH:4][CH:3]=1.F[B-](F)(F)F.N1(OC(N(C)C)=[N+](C)C)C2C=CC=CC=2N=N1.O.ON1C2C=CC=CC=2N=N1.C(N(CC)C(C)C)(C)C.[CH2:52]([N:59]1[CH2:64][CH2:63][O:62][CH:61]([C:65]([NH2:68])=[N:66]O)[CH2:60]1)[C:53]1[CH:58]=[CH:57][CH:56]=[CH:55][CH:54]=1, predict the reaction product. The product is: [CH2:52]([N:59]1[CH2:64][CH2:63][O:62][CH:61]([C:65]2[N:68]=[C:1]([C:2]3[CH:3]=[CH:4][CH:5]=[CH:6][CH:7]=3)[O:9][N:66]=2)[CH2:60]1)[C:53]1[CH:54]=[CH:55][CH:56]=[CH:57][CH:58]=1. (2) Given the reactants [Br:1][C:2]1[CH:7]=[C:6]2[NH:8][C:9](=O)[C:10]3([CH2:15][CH2:14][O:13][CH2:12][CH2:11]3)[C:5]2=[CH:4][CH:3]=1.COCCO[AlH2-]OCCOC.[Na+].[OH-].[Na+], predict the reaction product. The product is: [Br:1][C:2]1[CH:7]=[C:6]2[NH:8][CH2:9][C:10]3([CH2:15][CH2:14][O:13][CH2:12][CH2:11]3)[C:5]2=[CH:4][CH:3]=1.